This data is from Catalyst prediction with 721,799 reactions and 888 catalyst types from USPTO. The task is: Predict which catalyst facilitates the given reaction. (1) Reactant: [C:1]([O:5][C:6]([N:8]1[CH2:17][CH2:16][C:15]2[C:10](=[CH:11][CH:12]=[C:13]([OH:18])[CH:14]=2)[CH2:9]1)=[O:7])([CH3:4])([CH3:3])[CH3:2].C1(C)C=CC=CC=1.C([O-])([O-])=O.[K+].[K+].F[C:33]1[CH:40]=[CH:39][C:36]([C:37]#[N:38])=[CH:35][CH:34]=1. Product: [C:1]([O:5][C:6]([N:8]1[CH2:17][CH2:16][C:15]2[C:10](=[CH:11][CH:12]=[C:13]([O:18][C:33]3[CH:40]=[CH:39][C:36]([C:37]#[N:38])=[CH:35][CH:34]=3)[CH:14]=2)[CH2:9]1)=[O:7])([CH3:4])([CH3:2])[CH3:3]. The catalyst class is: 44. (2) Reactant: Cl.[O:2]=[S:3]1(=[O:8])[CH2:6][CH:5]([NH2:7])[CH2:4]1.OC1C=CC2NN=NC=2N=1.C(N=C=NCCCN(C)C)C.[Cl:30][C:31]1[CH:32]=[C:33]([C@@:39]2([C:54]([F:57])([F:56])[F:55])[O:43][N:42]=[C:41]([C:44]3[CH:52]=[CH:51][C:47]([C:48](O)=[O:49])=[C:46]([CH3:53])[CH:45]=3)[CH2:40]2)[CH:34]=[C:35]([Cl:38])[C:36]=1[F:37]. Product: [Cl:30][C:31]1[CH:32]=[C:33]([C@@:39]2([C:54]([F:56])([F:57])[F:55])[O:43][N:42]=[C:41]([C:44]3[CH:52]=[CH:51][C:47]([C:48]([NH:7][CH:5]4[CH2:6][S:3](=[O:8])(=[O:2])[CH2:4]4)=[O:49])=[C:46]([CH3:53])[CH:45]=3)[CH2:40]2)[CH:34]=[C:35]([Cl:38])[C:36]=1[F:37]. The catalyst class is: 842. (3) Reactant: [CH3:1][O:2][CH:3]1[C:8](OC)([O:9]C)[CH2:7][CH2:6][N:5]([C:13]([O:15][C:16]([CH3:19])([CH3:18])[CH3:17])=[O:14])[CH2:4]1.O.[OH-].[Na+].CC(OC(OC(OC(C)(C)C)=O)=O)(C)C. Product: [CH3:1][O:2][CH:3]1[C:8](=[O:9])[CH2:7][CH2:6][N:5]([C:13]([O:15][C:16]([CH3:19])([CH3:18])[CH3:17])=[O:14])[CH2:4]1. The catalyst class is: 89. (4) Reactant: Br[C:2]1[CH:7]=[CH:6][C:5]([C:8]2[O:9][C:10]3[CH:16]=[CH:15][CH:14]=[CH:13][C:11]=3[N:12]=2)=[CH:4][C:3]=1[CH3:17].C([Sn](CCCC)(CCCC)[C:23]1[CH:28]=[CH:27][CH:26]=[CH:25][N:24]=1)CCC.CN(C=O)C.[F-].[K+]. Product: [CH3:17][C:3]1[CH:4]=[C:5]([C:8]2[O:9][C:10]3[CH:16]=[CH:15][CH:14]=[CH:13][C:11]=3[N:12]=2)[CH:6]=[CH:7][C:2]=1[C:23]1[CH:28]=[CH:27][CH:26]=[CH:25][N:24]=1. The catalyst class is: 103. (5) Reactant: [CH3:1][C:2]1[N:3]=[C:4]([NH:7][C:8]2[CH:13]=[C:12]([O:14][C:15]3[CH:23]=[CH:22][CH:21]=[CH:20][C:16]=3[C:17]([OH:19])=O)[CH:11]=[CH:10][N:9]=2)[S:5][CH:6]=1.C(N(CC)CC)C.[Cl:31]C(OCC)=O.[CH:37]([NH:40][CH2:41][CH2:42][NH2:43])([CH3:39])[CH3:38]. Product: [ClH:31].[ClH:31].[CH:37]([NH:40][CH2:41][CH2:42][NH:43][C:17](=[O:19])[C:16]1[CH:20]=[CH:21][CH:22]=[CH:23][C:15]=1[O:14][C:12]1[CH:11]=[CH:10][N:9]=[C:8]([NH:7][C:4]2[S:5][CH:6]=[C:2]([CH3:1])[N:3]=2)[CH:13]=1)([CH3:39])[CH3:38]. The catalyst class is: 1. (6) Reactant: [Cl:1][C:2]1[CH:3]=[C:4]([NH:8][C:9]2[CH:14]=[C:13]([NH:15][C:16]3[CH:17]=[C:18]([CH:26]=[CH:27][CH:28]=3)[C:19]([O:21][C:22]([CH3:25])([CH3:24])[CH3:23])=[O:20])[N:12]3[N:29]=[CH:30][C:31]([CH:32]=O)=[C:11]3[N:10]=2)[CH:5]=[CH:6][CH:7]=1.C(O)C.[NH:37]1[CH2:43][C:41](=[O:42])[NH:40][C:38]1=[O:39].N1CCCCC1. Product: [Cl:1][C:2]1[CH:3]=[C:4]([NH:8][C:9]2[CH:14]=[C:13]([NH:15][C:16]3[CH:17]=[C:18]([CH:26]=[CH:27][CH:28]=3)[C:19]([O:21][C:22]([CH3:23])([CH3:25])[CH3:24])=[O:20])[N:12]3[N:29]=[CH:30][C:31]([CH:32]=[C:43]4[C:41](=[O:42])[NH:40][C:38](=[O:39])[NH:37]4)=[C:11]3[N:10]=2)[CH:5]=[CH:6][CH:7]=1. The catalyst class is: 6.